This data is from Forward reaction prediction with 1.9M reactions from USPTO patents (1976-2016). The task is: Predict the product of the given reaction. (1) The product is: [I:10][C:3]1[C:4]2[C:9](=[CH:8][CH:7]=[CH:6][CH:5]=2)[NH:1][CH:2]=1. Given the reactants [NH:1]1[C:9]2[C:4](=[CH:5][CH:6]=[CH:7][CH:8]=2)[CH:3]=[CH:2]1.[I:10]I.[OH-].[K+], predict the reaction product. (2) Given the reactants [Cl:1][C:2]1[CH:7]=[CH:6][C:5]([C:8]2[N:9]([CH2:14][C@H:15]([OH:20])[C:16]([F:19])([F:18])[F:17])[C:10](=[O:13])[NH:11][N:12]=2)=[CH:4][CH:3]=1.Br[CH2:22][C:23]1[CH:28]=[C:27]([C:29]2[CH:34]=[CH:33][CH:32]=[CH:31][C:30]=2[Cl:35])[C:26]([C:36]([O:38][CH3:39])=[O:37])=[CH:25][CH:24]=1, predict the reaction product. The product is: [Cl:35][C:30]1[CH:31]=[CH:32][CH:33]=[CH:34][C:29]=1[C:27]1[C:26]([C:36]([O:38][CH3:39])=[O:37])=[CH:25][CH:24]=[C:23]([CH2:22][N:11]2[C:10](=[O:13])[N:9]([CH2:14][C@H:15]([OH:20])[C:16]([F:18])([F:19])[F:17])[C:8]([C:5]3[CH:6]=[CH:7][C:2]([Cl:1])=[CH:3][CH:4]=3)=[N:12]2)[CH:28]=1. (3) The product is: [Si:18]([O:1][CH2:2][CH2:3][CH2:4][C:5]([O:7][Li:8])=[O:6])([C:15]([CH3:17])([CH3:16])[CH3:14])([CH3:20])[CH3:19]. Given the reactants [OH:1][CH2:2][CH2:3][CH2:4][C:5]([O:7][Li:8])=[O:6].N1C=CN=C1.[CH3:14][C:15]([Si:18](Cl)([CH3:20])[CH3:19])([CH3:17])[CH3:16].O, predict the reaction product. (4) Given the reactants I[C:2]1[C:10]2[C:5](=[CH:6][CH:7]=[C:8]([C:11]#[N:12])[CH:9]=2)[N:4]([CH3:13])[N:3]=1.C([Mg]Cl)(C)C.[CH2:19]([Sn:23]([CH2:29][CH2:30][CH2:31][CH3:32])([CH2:25][CH2:26][CH2:27][CH3:28])Cl)[CH2:20][CH2:21][CH3:22], predict the reaction product. The product is: [CH3:13][N:4]1[C:5]2[C:10](=[CH:9][C:8]([C:11]#[N:12])=[CH:7][CH:6]=2)[C:2]([Sn:23]([CH2:25][CH2:26][CH2:27][CH3:28])([CH2:29][CH2:30][CH2:31][CH3:32])[CH2:19][CH2:20][CH2:21][CH3:22])=[N:3]1. (5) Given the reactants [F:1][C:2]1[CH:15]=[C:14]([N+:16]([O-:18])=[O:17])[CH:13]=[CH:12][C:3]=1[O:4][C:5]1[N:10]=[CH:9][N:8]=[C:7]([NH2:11])[CH:6]=1.Cl[C:20](OC1C=CC=CC=1)=[O:21].Cl.Cl.[N:31]1([CH2:35][CH:36]2[CH2:41][CH2:40][NH:39][CH2:38][CH2:37]2)[CH2:34][CH2:33][CH2:32]1, predict the reaction product. The product is: [F:1][C:2]1[CH:15]=[C:14]([N+:16]([O-:18])=[O:17])[CH:13]=[CH:12][C:3]=1[O:4][C:5]1[N:10]=[CH:9][N:8]=[C:7]([NH:11][C:20]([N:39]2[CH2:40][CH2:41][CH:36]([CH2:35][N:31]3[CH2:34][CH2:33][CH2:32]3)[CH2:37][CH2:38]2)=[O:21])[CH:6]=1.